From a dataset of Forward reaction prediction with 1.9M reactions from USPTO patents (1976-2016). Predict the product of the given reaction. (1) Given the reactants CC(C[AlH]CC(C)C)C.[C:10]1([C:16]2([C:19]3[N:24]=[C:23]4[S:25][C:26]([C:28]5[CH:35]=[CH:34][C:31]([C:32]#N)=[CH:30][CH:29]=5)=[N:27][C:22]4=[CH:21][CH:20]=3)[CH2:18][CH2:17]2)[CH:15]=[CH:14][CH:13]=[CH:12][CH:11]=1.C(C(C(C([O-])=O)O)O)([O-])=[O:37], predict the reaction product. The product is: [C:10]1([C:16]2([C:19]3[N:24]=[C:23]4[S:25][C:26]([C:28]5[CH:35]=[CH:34][C:31]([CH:32]=[O:37])=[CH:30][CH:29]=5)=[N:27][C:22]4=[CH:21][CH:20]=3)[CH2:18][CH2:17]2)[CH:15]=[CH:14][CH:13]=[CH:12][CH:11]=1. (2) The product is: [CH2:1]([N:8]1[CH2:13][CH2:12][C:11]2([O:21][C@@H:19]([CH3:20])[CH2:18][C@H:17]([CH3:16])[O:14]2)[C@H:10]([CH3:15])[CH2:9]1)[C:2]1[CH:3]=[CH:4][CH:5]=[CH:6][CH:7]=1. Given the reactants [CH2:1]([N:8]1[CH2:13][CH2:12][C:11](=[O:14])[CH:10]([CH3:15])[CH2:9]1)[C:2]1[CH:7]=[CH:6][CH:5]=[CH:4][CH:3]=1.[CH3:16][C@H:17](O)[CH2:18][C@@H:19]([OH:21])[CH3:20].O.C1(C)C=CC(S(O)(=O)=O)=CC=1, predict the reaction product. (3) The product is: [Cl:1][C:2]1[CH:7]=[CH:6][C:5]([C:8]2[N:9]([CH2:14][C@H:15]([OH:20])[C:16]([F:18])([F:19])[F:17])[C:10](=[O:13])[N:11]([CH2:22][C:23]3[S:24][C:25]([C:28]4[CH:33]=[CH:32][CH:31]=[CH:30][C:29]=4[Cl:34])=[CH:26][N:27]=3)[N:12]=2)=[CH:4][CH:3]=1. Given the reactants [Cl:1][C:2]1[CH:7]=[CH:6][C:5]([C:8]2[N:9]([CH2:14][C@H:15]([OH:20])[C:16]([F:19])([F:18])[F:17])[C:10](=[O:13])[NH:11][N:12]=2)=[CH:4][CH:3]=1.Br[CH2:22][C:23]1[S:24][C:25]([C:28]2[CH:33]=[CH:32][CH:31]=[CH:30][C:29]=2[Cl:34])=[CH:26][N:27]=1, predict the reaction product. (4) Given the reactants Br[C:2]1[S:6][C:5]2[C:7]([Br:11])=[C:8](Br)[S:9][C:4]=2[C:3]=1[Br:12].[C:13]1([Li])[CH:18]=[CH:17][CH:16]=[CH:15][CH:14]=1.C([O:24][CH2:25][CH2:26][CH2:27][CH3:28])CCC.[C:29](Cl)(=[O:40])[CH2:30][CH2:31][CH2:32][CH2:33][CH2:34][CH2:35][CH2:36][CH2:37][CH2:38][CH3:39].[CH2:42]1COCC1, predict the reaction product. The product is: [Br:12][C:3]1[C:4]2[S:9][C:8]([C:25](=[O:24])[CH2:26][CH2:27][CH2:28][CH2:42][CH2:14][CH2:15][CH2:16][CH2:17][CH2:18][CH3:13])=[C:7]([Br:11])[C:5]=2[S:6][C:2]=1[C:29](=[O:40])[CH2:30][CH2:31][CH2:32][CH2:33][CH2:34][CH2:35][CH2:36][CH2:37][CH2:38][CH3:39]. (5) Given the reactants Cl[C:2]1[CH:3]=[C:4]([NH:10][C:11]2[CH:16]=[CH:15][C:14]([C:17]([N:19]3[CH2:24][CH2:23][O:22][CH2:21][CH2:20]3)=[O:18])=[CH:13][N:12]=2)[C:5](=[O:9])[N:6]([CH3:8])[N:7]=1.[C:25]([O:28][CH2:29][C:30]1[C:31]([N:39]2[CH2:50][CH2:49][N:48]3[C:41](=[CH:42][C:43]4[CH2:44][C:45]([CH3:52])([CH3:51])[CH2:46][C:47]=43)[C:40]2=[O:53])=[N:32][CH:33]=[CH:34][C:35]=1B(O)O)(=[O:27])[CH3:26].C1(P(C2CCCCC2)C2CCCCC2)CCCCC1.C(=O)([O-])[O-].[Cs+].[Cs+], predict the reaction product. The product is: [C:25]([O:28][CH2:29][C:30]1[C:31]([N:39]2[CH2:50][CH2:49][N:48]3[C:41](=[CH:42][C:43]4[CH2:44][C:45]([CH3:52])([CH3:51])[CH2:46][C:47]=43)[C:40]2=[O:53])=[N:32][CH:33]=[CH:34][C:35]=1[C:2]1[CH:3]=[C:4]([NH:10][C:11]2[CH:16]=[CH:15][C:14]([C:17]([N:19]3[CH2:24][CH2:23][O:22][CH2:21][CH2:20]3)=[O:18])=[CH:13][N:12]=2)[C:5](=[O:9])[N:6]([CH3:8])[N:7]=1)(=[O:27])[CH3:26]. (6) Given the reactants [CH:1]1([CH2:5][NH:6][C:7]([C:9]2[N:14]=[C:13]([O:15][CH2:16][C:17]([OH:19])=[O:18])[CH:12]=[CH:11][C:10]=2[NH:20][C:21]([C:23]2[C:32]3[C:27](=[CH:28][CH:29]=[CH:30][CH:31]=3)[C:26]([CH2:33][N:34]3[CH:38]=[CH:37][N:36]=[N:35]3)=[CH:25][CH:24]=2)=[O:22])=[O:8])[CH2:4][CH2:3][CH2:2]1.ClC(O[CH:43]([CH3:45])[CH3:44])=O, predict the reaction product. The product is: [CH:43]([O:18][C:17](=[O:19])[CH2:16][O:15][C:13]1[CH:12]=[CH:11][C:10]([NH:20][C:21]([C:23]2[C:32]3[C:27](=[CH:28][CH:29]=[CH:30][CH:31]=3)[C:26]([CH2:33][N:34]3[CH:38]=[CH:37][N:36]=[N:35]3)=[CH:25][CH:24]=2)=[O:22])=[C:9]([C:7](=[O:8])[NH:6][CH2:5][CH:1]2[CH2:4][CH2:3][CH2:2]2)[N:14]=1)([CH3:45])[CH3:44]. (7) Given the reactants [CH:1]([O:4][C:5]([N:7]1[CH2:12][CH2:11][CH:10]([C@H:13]([CH3:24])[CH2:14][CH2:15][O:16][C:17]2[CH:18]=[N:19][C:20](Cl)=[N:21][CH:22]=2)[CH2:9][CH2:8]1)=[O:6])([CH3:3])[CH3:2].[C:25]([O:29][C:30](=[O:44])[NH:31][C@@H:32]1[C@@H:36]([N:37]2[CH2:42][CH2:41][CH2:40][CH2:39][C:38]2=[O:43])[CH2:35][NH:34][CH2:33]1)([CH3:28])([CH3:27])[CH3:26].C1CCN2C(=NCCC2)CC1, predict the reaction product. The product is: [CH:1]([O:4][C:5]([N:7]1[CH2:12][CH2:11][CH:10]([C@H:13]([CH3:24])[CH2:14][CH2:15][O:16][C:17]2[CH:18]=[N:19][C:20]([N:34]3[CH2:35][C@H:36]([N:37]4[CH2:42][CH2:41][CH2:40][CH2:39][C:38]4=[O:43])[C@@H:32]([NH:31][C:30]([O:29][C:25]([CH3:28])([CH3:27])[CH3:26])=[O:44])[CH2:33]3)=[N:21][CH:22]=2)[CH2:9][CH2:8]1)=[O:6])([CH3:3])[CH3:2]. (8) Given the reactants [OH-].[K+].C(OC(=O)[NH:7][C:8]1[C:13]([C:14]#[C:15][Si](C)(C)C)=[CH:12][CH:11]=[CH:10][C:9]=1[O:20][C:21]([F:24])([F:23])[F:22])C, predict the reaction product. The product is: [F:22][C:21]([F:24])([F:23])[O:20][C:9]1[CH:10]=[CH:11][CH:12]=[C:13]2[C:8]=1[NH:7][CH:15]=[CH:14]2. (9) Given the reactants [F-].C([N+](CCCC)(CCCC)CCCC)CCC.[Si]([O:26][C@@H:27]([CH2:40][CH2:41][CH2:42][CH2:43][CH2:44][CH3:45])[C@H:28]([N:30]1[CH:38]=[N:37][C:36]2[C:31]1=[N:32][CH:33]=[N:34][C:35]=2[NH2:39])[CH3:29])(C(C)(C)C)(C)C.ClCCl.CO, predict the reaction product. The product is: [NH2:39][C:35]1[N:34]=[CH:33][N:32]=[C:31]2[C:36]=1[N:37]=[CH:38][N:30]2[C@@H:28]([C@@H:27]([OH:26])[CH2:40][CH2:41][CH2:42][CH2:43][CH2:44][CH3:45])[CH3:29].